Dataset: Catalyst prediction with 721,799 reactions and 888 catalyst types from USPTO. Task: Predict which catalyst facilitates the given reaction. (1) Reactant: [N:1]1[CH:6]=[CH:5][C:4]([C:7]2[CH2:8][C:9]([C:12]([OH:14])=O)=[N:10][N:11]=2)=[CH:3][CH:2]=1.CCN(C(C)C)C(C)C.CCN=C=NCCCN(C)C.C1C=CC2N(O)N=NC=2C=1.Cl.[Cl:46][C:47]1[CH:48]=[C:49]([C:54]2[O:58][C:57]([CH2:59][CH2:60][NH2:61])=[CH:56][CH:55]=2)[CH:50]=[CH:51][C:52]=1[Cl:53]. Product: [Cl:46][C:47]1[CH:48]=[C:49]([C:54]2[O:58][C:57]([CH2:59][CH2:60][NH:61][C:12]([C:9]3[NH:10][N:11]=[C:7]([C:4]4[CH:3]=[CH:2][N:1]=[CH:6][CH:5]=4)[CH:8]=3)=[O:14])=[CH:56][CH:55]=2)[CH:50]=[CH:51][C:52]=1[Cl:53]. The catalyst class is: 2. (2) Reactant: C([O:8][C:9]1[C:10]([O:38][CH3:39])=[N:11][C:12]2[C:17]([C:18]=1[Cl:19])=[CH:16][C:15]([C:20]([C:30]1[N:34]([CH3:35])[C:33]([CH3:36])=[N:32][CH:31]=1)([C:22]1[C:23]([CH3:29])=[N:24][N:25]([CH3:28])[C:26]=1[CH3:27])[OH:21])=[CH:14][C:13]=2[CH3:37])C1C=CC=CC=1. Product: [Cl:19][C:18]1[C:17]2[C:12](=[C:13]([CH3:37])[CH:14]=[C:15]([C:20]([C:30]3[N:34]([CH3:35])[C:33]([CH3:36])=[N:32][CH:31]=3)([OH:21])[C:22]3[C:23]([CH3:29])=[N:24][N:25]([CH3:28])[C:26]=3[CH3:27])[CH:16]=2)[N:11]=[C:10]([O:38][CH3:39])[C:9]=1[OH:8]. The catalyst class is: 43. (3) Reactant: [CH2:1]1[C@@H:5]2[CH2:6][NH:7][CH2:8][C@@H:4]2[CH2:3][N:2]1[C:9]([O:11][C:12]([CH3:15])([CH3:14])[CH3:13])=[O:10].Br[C:17]1[CH:18]=[N:19][CH:20]=[C:21]([CH:33]=1)[C:22]([NH:24][CH2:25][C:26]1[CH:31]=[CH:30][CH:29]=[CH:28][C:27]=1[CH3:32])=[O:23].C1C=CC(P(C2C=CC3C(=CC=CC=3)C=2C2C3C(=CC=CC=3)C=CC=2P(C2C=CC=CC=2)C2C=CC=CC=2)C2C=CC=CC=2)=CC=1.CC(C)([O-])C.[Na+]. Product: [CH3:32][C:27]1[CH:28]=[CH:29][CH:30]=[CH:31][C:26]=1[CH2:25][NH:24][C:22]([C:21]1[CH:33]=[C:17]([N:7]2[CH2:6][C@@H:5]3[CH2:1][N:2]([C:9]([O:11][C:12]([CH3:15])([CH3:14])[CH3:13])=[O:10])[CH2:3][C@@H:4]3[CH2:8]2)[CH:18]=[N:19][CH:20]=1)=[O:23]. The catalyst class is: 187. (4) Reactant: [C:1]1([OH:7])[CH:6]=[CH:5][CH:4]=[CH:3][CH:2]=1.[H-].[Na+].Cl[C:11]1[C:16]([S:17][C:18]2[CH:19]=[C:20]([NH:24][C:25](=[O:27])[CH3:26])[CH:21]=[CH:22][CH:23]=2)=[CH:15][N:14]=[C:13]([N:28]2[CH2:33][CH2:32][N:31]([CH3:34])[CH2:30][CH2:29]2)[N:12]=1.CO. Product: [CH3:34][N:31]1[CH2:32][CH2:33][N:28]([C:13]2[N:14]=[C:15]([O:7][C:1]3[CH:6]=[CH:5][CH:4]=[CH:3][CH:2]=3)[C:16]([S:17][C:18]3[CH:19]=[C:20]([NH:24][C:25](=[O:27])[CH3:26])[CH:21]=[CH:22][CH:23]=3)=[CH:11][N:12]=2)[CH2:29][CH2:30]1. The catalyst class is: 3. (5) Reactant: [NH2:1][C:2]1[C:7]([C:8]#[N:9])=[C:6]([C:10]2[CH:15]=[CH:14][C:13]([O:16][CH2:17][CH2:18][O:19][CH3:20])=[CH:12][CH:11]=2)[C:5]([C:21]#[N:22])=[C:4]([SH:23])[N:3]=1.[C:24](=O)(O)[O-].[Na+].ClC[C:31]1[N:32]=[C:33]([C:36]2[CH:40]=[CH:39][S:38][CH:37]=2)[S:34][CH:35]=1.O. Product: [NH2:1][C:2]1[C:7]([C:8]#[N:9])=[C:6]([C:10]2[CH:11]=[CH:12][C:13]([O:16][CH2:17][CH2:18][O:19][CH3:20])=[CH:14][CH:15]=2)[C:5]([C:21]#[N:22])=[C:4]([SH:23]([C:31]2[N:32]=[C:33]([C:36]3[CH:40]=[CH:39][S:38][CH:37]=3)[S:34][CH:35]=2)[CH3:24])[N:3]=1. The catalyst class is: 3. (6) Product: [Br:15][CH2:2][C:1]([C:4]1[CH:5]=[CH:6][C:7]([N:10]2[CH:14]=[CH:13][N:12]=[N:11]2)=[N:8][CH:9]=1)=[O:3]. The catalyst class is: 236. Reactant: [C:1]([C:4]1[CH:5]=[CH:6][C:7]([N:10]2[CH:14]=[CH:13][N:12]=[N:11]2)=[N:8][CH:9]=1)(=[O:3])[CH3:2].[Br:15][Si](C)(C)C.O. (7) Reactant: C[O-].[Na+].[Cl:4][C:5]1[CH:10]=[CH:9][CH:8]=[CH:7][C:6]=1[SH:11].I[CH:13]([CH3:15])[CH3:14]. Product: [Cl:4][C:5]1[CH:10]=[CH:9][CH:8]=[CH:7][C:6]=1[S:11][CH:13]([CH3:15])[CH3:14]. The catalyst class is: 5.